Dataset: NCI-60 drug combinations with 297,098 pairs across 59 cell lines. Task: Regression. Given two drug SMILES strings and cell line genomic features, predict the synergy score measuring deviation from expected non-interaction effect. (1) Drug 1: C1CC(C1)(C(=O)O)C(=O)O.[NH2-].[NH2-].[Pt+2]. Cell line: A498. Synergy scores: CSS=1.03, Synergy_ZIP=0.132, Synergy_Bliss=3.48, Synergy_Loewe=2.94, Synergy_HSA=2.10. Drug 2: CC(C)CN1C=NC2=C1C3=CC=CC=C3N=C2N. (2) Drug 1: CC(C)NC(=O)C1=CC=C(C=C1)CNNC.Cl. Drug 2: COC1=C2C(=CC3=C1OC=C3)C=CC(=O)O2. Cell line: NCI/ADR-RES. Synergy scores: CSS=-0.367, Synergy_ZIP=-0.159, Synergy_Bliss=-1.49, Synergy_Loewe=-2.71, Synergy_HSA=-2.42. (3) Drug 1: CN(C)C1=NC(=NC(=N1)N(C)C)N(C)C. Drug 2: CCC1(C2=C(COC1=O)C(=O)N3CC4=CC5=C(C=CC(=C5CN(C)C)O)N=C4C3=C2)O.Cl. Cell line: NCI-H522. Synergy scores: CSS=24.4, Synergy_ZIP=-7.69, Synergy_Bliss=-3.31, Synergy_Loewe=-88.9, Synergy_HSA=-6.11. (4) Drug 1: C1CC(=O)NC(=O)C1N2CC3=C(C2=O)C=CC=C3N. Drug 2: CN(CC1=CN=C2C(=N1)C(=NC(=N2)N)N)C3=CC=C(C=C3)C(=O)NC(CCC(=O)O)C(=O)O. Cell line: OVCAR-5. Synergy scores: CSS=9.08, Synergy_ZIP=-2.33, Synergy_Bliss=-0.490, Synergy_Loewe=-6.19, Synergy_HSA=1.15. (5) Drug 1: C1C(C(OC1N2C=C(C(=O)NC2=O)F)CO)O. Drug 2: COC1=C2C(=CC3=C1OC=C3)C=CC(=O)O2. Cell line: A498. Synergy scores: CSS=9.50, Synergy_ZIP=0.272, Synergy_Bliss=5.24, Synergy_Loewe=0.759, Synergy_HSA=3.72. (6) Drug 1: C1C(C(OC1N2C=NC3=C2NC=NCC3O)CO)O. Drug 2: CC1C(C(CC(O1)OC2CC(CC3=C2C(=C4C(=C3O)C(=O)C5=CC=CC=C5C4=O)O)(C(=O)C)O)N)O. Cell line: OVCAR3. Synergy scores: CSS=30.6, Synergy_ZIP=1.97, Synergy_Bliss=2.55, Synergy_Loewe=-30.1, Synergy_HSA=-0.231. (7) Drug 1: C1CCC(CC1)NC(=O)N(CCCl)N=O. Drug 2: C1=CN(C(=O)N=C1N)C2C(C(C(O2)CO)O)O.Cl. Cell line: UACC62. Synergy scores: CSS=42.1, Synergy_ZIP=-9.09, Synergy_Bliss=2.46, Synergy_Loewe=3.52, Synergy_HSA=5.24. (8) Cell line: SN12C. Drug 2: C#CCC(CC1=CN=C2C(=N1)C(=NC(=N2)N)N)C3=CC=C(C=C3)C(=O)NC(CCC(=O)O)C(=O)O. Synergy scores: CSS=22.5, Synergy_ZIP=1.38, Synergy_Bliss=-2.97, Synergy_Loewe=-5.35, Synergy_HSA=-4.57. Drug 1: CC1C(C(CC(O1)OC2CC(OC(C2O)C)OC3=CC4=CC5=C(C(=O)C(C(C5)C(C(=O)C(C(C)O)O)OC)OC6CC(C(C(O6)C)O)OC7CC(C(C(O7)C)O)OC8CC(C(C(O8)C)O)(C)O)C(=C4C(=C3C)O)O)O)O.